Dataset: Peptide-MHC class I binding affinity with 185,985 pairs from IEDB/IMGT. Task: Regression. Given a peptide amino acid sequence and an MHC pseudo amino acid sequence, predict their binding affinity value. This is MHC class I binding data. (1) The peptide sequence is MAIHRSLTK. The MHC is HLA-B08:01 with pseudo-sequence HLA-B08:01. The binding affinity (normalized) is 0.213. (2) The peptide sequence is YAEMWAQDA. The MHC is HLA-A24:02 with pseudo-sequence HLA-A24:02. The binding affinity (normalized) is 0. (3) The peptide sequence is VALFSSCPV. The MHC is HLA-B51:01 with pseudo-sequence HLA-B51:01. The binding affinity (normalized) is 0.305. (4) The peptide sequence is HLKRTILAL. The MHC is HLA-A31:01 with pseudo-sequence HLA-A31:01. The binding affinity (normalized) is 0.0847. (5) The binding affinity (normalized) is 0.0865. The peptide sequence is NGYRWQHQI. The MHC is HLA-A11:01 with pseudo-sequence HLA-A11:01.